This data is from Full USPTO retrosynthesis dataset with 1.9M reactions from patents (1976-2016). The task is: Predict the reactants needed to synthesize the given product. (1) Given the product [ClH:36].[CH:1]1([N:13]2[CH2:28][CH2:27][C:16]3([N:20]([C:21]4[CH:26]=[CH:25][CH:24]=[CH:23][CH:22]=4)[CH2:19][CH2:18][CH2:17]3)[CH2:15][CH2:14]2)[C:11]2=[C:12]3[C:7](=[CH:8][CH:9]=[CH:10]2)[CH:6]=[CH:5][CH:4]=[C:3]3[CH2:2]1, predict the reactants needed to synthesize it. The reactants are: [CH:1]1([N:13]2[CH2:28][CH2:27][C:16]3([N:20]([C:21]4[CH:26]=[CH:25][CH:24]=[CH:23][CH:22]=4)[CH2:19][CH2:18][CH2:17]3)[CH2:15][CH2:14]2)[C:11]2=[C:12]3[C:7](=[CH:8][CH:9]=[CH:10]2)[CH:6]=[CH:5][CH:4]=[C:3]3[CH2:2]1.C(OCC)C.CO.[ClH:36]. (2) Given the product [I:1][C:2]1[CH:3]=[CH:4][C:5]([C:8]2([CH2:11][N:13]3[CH2:18][CH2:17][O:16][CH2:15][CH2:14]3)[CH2:9][CH2:10]2)=[CH:6][CH:7]=1, predict the reactants needed to synthesize it. The reactants are: [I:1][C:2]1[CH:7]=[CH:6][C:5]([C:8]2([CH:11]=O)[CH2:10][CH2:9]2)=[CH:4][CH:3]=1.[NH:13]1[CH2:18][CH2:17][O:16][CH2:15][CH2:14]1.[BH3-]C#N.[Na+].C(O)(=O)C. (3) The reactants are: [Cl:1][C:2]1[N:11]=[C:10]([NH:12][C:13]2[CH:18]=[CH:17][C:16]3[O:19][CH2:20][O:21][C:15]=3[CH:14]=2)[C:9]2[C:4](=[CH:5][CH:6]=[CH:7][CH:8]=2)[N:3]=1.[CH2:22]1OC2C=CC(N)=CC=2O1.ClC1N=C(Cl)C2C(=CC=CC=2)N=1. Given the product [Cl:1][C:2]1[N:11]=[C:10]([N:12]([C:13]2[CH:18]=[CH:17][C:16]3[O:19][CH2:20][O:21][C:15]=3[CH:14]=2)[CH3:22])[C:9]2[C:4](=[CH:5][CH:6]=[CH:7][CH:8]=2)[N:3]=1, predict the reactants needed to synthesize it. (4) The reactants are: [Cl:1][C:2]1[C:3]([F:29])=[C:4]([CH:8]([O:22][CH2:23][C:24](OCC)=[O:25])[C@@H:9]2[CH2:14][CH2:13][CH2:12][N:11]([C:15]([O:17][C:18]([CH3:21])([CH3:20])[CH3:19])=[O:16])[CH2:10]2)[CH:5]=[CH:6][CH:7]=1. Given the product [Cl:1][C:2]1[C:3]([F:29])=[C:4]([CH:8]([O:22][CH2:23][CH2:24][OH:25])[C@@H:9]2[CH2:14][CH2:13][CH2:12][N:11]([C:15]([O:17][C:18]([CH3:19])([CH3:20])[CH3:21])=[O:16])[CH2:10]2)[CH:5]=[CH:6][CH:7]=1, predict the reactants needed to synthesize it. (5) Given the product [Cl:24][C:21]1[CH:22]=[CH:23][C:18]2[O:17][CH2:16][C:15](=[O:25])[N:14]([CH:11]3[CH2:10][CH2:9][NH:8][CH2:13][CH2:12]3)[C:19]=2[CH:20]=1, predict the reactants needed to synthesize it. The reactants are: C(OC([N:8]1[CH2:13][CH2:12][CH:11]([N:14]2[C:19]3[CH:20]=[C:21]([Cl:24])[CH:22]=[CH:23][C:18]=3[O:17][CH2:16][C:15]2=[O:25])[CH2:10][CH2:9]1)=O)(C)(C)C. (6) Given the product [Cl:1][C:2]1[CH:3]=[CH:4][C:5]([C:6]([NH:8][CH2:9][C:10]2([CH3:23])[CH2:11][CH2:12][NH:13][CH2:14][CH2:15]2)=[O:7])=[CH:24][CH:25]=1, predict the reactants needed to synthesize it. The reactants are: [Cl:1][C:2]1[CH:25]=[CH:24][C:5]([C:6]([NH:8][CH2:9][C:10]2([CH3:23])[CH2:15][CH2:14][N:13](C(OC(C)(C)C)=O)[CH2:12][CH2:11]2)=[O:7])=[CH:4][CH:3]=1.Cl.